Dataset: Forward reaction prediction with 1.9M reactions from USPTO patents (1976-2016). Task: Predict the product of the given reaction. Given the reactants C(O[C:6]([N:8](C)[CH2:9][C:10]([O:12][C:13]1[C:42]([CH3:43])=[CH:41][C:16]([CH2:17][N:18]([C:33]2[CH:38]=[CH:37][C:36]([F:39])=[CH:35][C:34]=2[Cl:40])[S:19]([CH:22]2[C:27]([C:28]([O:30][CH2:31][CH3:32])=[O:29])=[CH:26][CH2:25][CH2:24][CH2:23]2)(=[O:21])=[O:20])=[CH:15][C:14]=1[CH3:44])=[O:11])=O)(C)(C)C.C(OCC)(=O)C.Cl, predict the reaction product. The product is: [ClH:40].[Cl:40][C:34]1[CH:35]=[C:36]([F:39])[CH:37]=[CH:38][C:33]=1[N:18]([CH2:17][C:16]1[CH:15]=[C:14]([CH3:44])[C:13]([O:12][C:10](=[O:11])[CH2:9][NH:8][CH3:6])=[C:42]([CH3:43])[CH:41]=1)[S:19]([CH:22]1[C:27]([C:28]([O:30][CH2:31][CH3:32])=[O:29])=[CH:26][CH2:25][CH2:24][CH2:23]1)(=[O:20])=[O:21].